The task is: Predict the reaction yield, written as a fraction of the theoretical maximum amount of product (1.0 means a 100% yield; for example, 0.34 means a 34% yield).. This data is from Reaction yield outcomes from USPTO patents with 853,638 reactions. (1) The reactants are [N:1]1[CH:6]=[CH:5][CH:4]=[N:3][C:2]=1[C:7]1[CH:8]=[C:9]([CH2:13]O)[CH:10]=[CH:11][CH:12]=1.P(Br)(Br)([Br:17])=O.C([O-])(O)=O.[Na+]. The yield is 0.800. The catalyst is C1COCC1. The product is [Br:17][CH2:13][C:9]1[CH:8]=[C:7]([C:2]2[N:3]=[CH:4][CH:5]=[CH:6][N:1]=2)[CH:12]=[CH:11][CH:10]=1. (2) The reactants are Br[C:2]1[CH:7]=[C:6]([NH:8][CH2:9][C:10]2[CH:15]=[CH:14][CH:13]=[C:12]([Cl:16])[C:11]=2[Cl:17])[C:5]([N+:18]([O-:20])=[O:19])=[CH:4][N:3]=1.[NH2:21][CH2:22][C@@H:23]1[CH2:27][CH2:26][N:25]([C:28]([O:30][C:31]([CH3:34])([CH3:33])[CH3:32])=[O:29])[CH2:24]1.C(N(C(C)C)CC)(C)C.CS(C)=O. The catalyst is CN(C)C1C=CN=CC=1.O.C(Cl)Cl. The product is [Cl:17][C:11]1[C:12]([Cl:16])=[CH:13][CH:14]=[CH:15][C:10]=1[CH2:9][NH:8][C:6]1[C:5]([N+:18]([O-:20])=[O:19])=[CH:4][N:3]=[C:2]([NH:21][CH2:22][C@@H:23]2[CH2:27][CH2:26][N:25]([C:28]([O:30][C:31]([CH3:34])([CH3:33])[CH3:32])=[O:29])[CH2:24]2)[CH:7]=1. The yield is 0.840. (3) The reactants are O.C(O)(=O)C=O.C(N)CC.Cl.Cl.[CH2:13]([NH:16][CH2:17][C:18]([OH:20])=[O:19])[CH2:14][CH3:15].[C:21](O[C:21]([O:23][C:24]([CH3:27])([CH3:26])[CH3:25])=[O:22])([O:23][C:24]([CH3:27])([CH3:26])[CH3:25])=[O:22].CCN(CC)CC. The catalyst is C(Cl)Cl.O. The product is [C:24]([O:23][C:21]([N:16]([CH2:13][CH2:14][CH3:15])[CH2:17][C:18]([OH:20])=[O:19])=[O:22])([CH3:27])([CH3:26])[CH3:25]. The yield is 0.619. (4) The reactants are [CH3:1][S:2][C:3]1[CH:9]=[CH:8][C:6]([NH2:7])=[CH:5][CH:4]=1.N1C=CC=CC=1.[Cl:16][C:17]1[CH:25]=[CH:24][C:20]([C:21](Cl)=[O:22])=[CH:19][CH:18]=1. The catalyst is ClCCl. The product is [Cl:16][C:17]1[CH:25]=[CH:24][C:20]([C:21]([NH:7][C:6]2[CH:8]=[CH:9][C:3]([S:2][CH3:1])=[CH:4][CH:5]=2)=[O:22])=[CH:19][CH:18]=1. The yield is 0.930. (5) The reactants are [F:1][CH:2]([F:20])[C:3]1[CH:10]=[C:9]([O:11][CH2:12][C@H:13]2[CH2:17][O:16][C:15]([CH3:19])([CH3:18])[O:14]2)[CH:8]=[CH:7][C:4]=1[CH:5]=O.[NH2:21][C:22]1[C:30]([NH2:31])=[CH:29][CH:28]=[CH:27][C:23]=1[C:24]([OH:26])=[O:25].S(S([O-])=O)([O-])(=O)=O.[Na+].[Na+]. The catalyst is CN(C=O)C.O. The product is [F:1][CH:2]([F:20])[C:3]1[CH:10]=[C:9]([O:11][CH2:12][C@H:13]2[CH2:17][O:16][C:15]([CH3:19])([CH3:18])[O:14]2)[CH:8]=[CH:7][C:4]=1[C:5]1[NH:31][C:30]2[CH:29]=[CH:28][CH:27]=[C:23]([C:24]([OH:26])=[O:25])[C:22]=2[N:21]=1. The yield is 0.510. (6) The reactants are CCN(C(C)C)C(C)C.[O:10]=[C:11]([N:25]1[CH2:30][CH2:29][N:28]([C:31](=[O:42])[C:32]2[CH:37]=[CH:36][CH:35]=[CH:34][C:33]=2[C:38]([F:41])([F:40])[F:39])[CH2:27][CH2:26]1)[CH2:12][NH:13][C:14](=[O:24])[C:15]1[CH:23]=[CH:22][C:18]([C:19]([OH:21])=O)=[CH:17][CH:16]=1.C1[CH:44]=[CH:45][C:46]2[N:51](O)N=N[C:47]=2[CH:48]=1.CCN=C=NCCCN(C)C.C1(N)CCCC1. The catalyst is CN(C=O)C.O. The product is [CH:46]1([NH:51][C:19](=[O:21])[C:18]2[CH:22]=[CH:23][C:15]([C:14]([NH:13][CH2:12][C:11](=[O:10])[N:25]3[CH2:26][CH2:27][N:28]([C:31](=[O:42])[C:32]4[CH:37]=[CH:36][CH:35]=[CH:34][C:33]=4[C:38]([F:41])([F:40])[F:39])[CH2:29][CH2:30]3)=[O:24])=[CH:16][CH:17]=2)[CH2:45][CH2:44][CH2:48][CH2:47]1. The yield is 0.330. (7) The reactants are [C:1]([C:3]1[CH:8]=[CH:7][C:6](F)=[CH:5][N:4]=1)#[N:2].[CH3:10][O-:11].[Na+]. The catalyst is C(OCC)(=O)C. The product is [C:1]([C:3]1[CH:8]=[CH:7][C:6]([O:11][CH3:10])=[CH:5][N:4]=1)#[N:2]. The yield is 0.430.